This data is from Reaction yield outcomes from USPTO patents with 853,638 reactions. The task is: Predict the reaction yield, written as a fraction of the theoretical maximum amount of product (1.0 means a 100% yield; for example, 0.34 means a 34% yield). (1) The catalyst is [N+](CCCC)(CCCC)(CCCC)CCCC.[O-]S(O)(=O)=O.O.CCCCCC. The reactants are [Cl:1][C:2]1[CH:7]=[CH:6][CH:5]=[CH:4][C:3]=1[C:8]1[N:9]([C:23]2[CH:28]=[CH:27][C:26]([Cl:29])=[CH:25][CH:24]=2)[CH:10]=[C:11]([C:13]([NH:15][C@@H:16]2[CH2:21][CH2:20][CH2:19][CH2:18][C@H:17]2[OH:22])=[O:14])[N:12]=1.[CH:30]1C=CC=CC=1.[OH-].[Na+].CI. The product is [Cl:1][C:2]1[CH:7]=[CH:6][CH:5]=[CH:4][C:3]=1[C:8]1[N:9]([C:23]2[CH:24]=[CH:25][C:26]([Cl:29])=[CH:27][CH:28]=2)[CH:10]=[C:11]([C:13]([NH:15][C@@H:16]2[CH2:21][CH2:20][CH2:19][CH2:18][C@@H:17]2[O:22][CH3:30])=[O:14])[N:12]=1. The yield is 0.630. (2) The reactants are [O:1]=[C:2]1[NH:7][C:6]([CH2:8][CH2:9][C:10]([O:12][C:13]([CH3:16])([CH3:15])[CH3:14])=[O:11])=[N:5][C:4]2[N:17]=[CH:18][CH:19]=[CH:20][C:3]1=2. The catalyst is CO.C(Cl)Cl.[Pd]. The product is [O:1]=[C:2]1[NH:7][C:6]([CH2:8][CH2:9][C:10]([O:12][C:13]([CH3:16])([CH3:15])[CH3:14])=[O:11])=[N:5][C:4]2[NH:17][CH2:18][CH2:19][CH2:20][C:3]1=2. The yield is 0.500. (3) The reactants are [CH3:1][O:2][C:3]1[CH:4]=[C:5]2[C:10](=[CH:11][C:12]=1[O:13][CH3:14])[N:9]=[CH:8][CH:7]=[C:6]2[O:15][C:16]1[CH:22]=[CH:21][C:19]([NH2:20])=[C:18]([CH3:23])[C:17]=1[CH3:24].[C:25]1(C)C=C[CH:28]=[CH:27][CH:26]=1.ClC(Cl)([O:35][C:36](=O)[O:37]C(Cl)(Cl)Cl)Cl.C(=O)(O)[O-].[Na+]. The catalyst is C(Cl)Cl.C(O)CCC.C(N(CC)CC)C. The product is [CH3:1][O:2][C:3]1[CH:4]=[C:5]2[C:10](=[CH:11][C:12]=1[O:13][CH3:14])[N:9]=[CH:8][CH:7]=[C:6]2[O:15][C:16]1[CH:22]=[CH:21][C:19]([NH:20][C:36](=[O:35])[O:37][CH2:28][CH2:27][CH2:26][CH3:25])=[C:18]([CH3:23])[C:17]=1[CH3:24]. The yield is 0.870. (4) The reactants are [NH2:1][C:2](=O)[C:3]([NH:6][C:7](=[O:13])[O:8][C:9]([CH3:12])([CH3:11])[CH3:10])([CH3:5])[CH3:4].COC1C=CC(P2(SP(C3C=CC(OC)=CC=3)(=S)S2)=[S:24])=CC=1. The catalyst is C1(C)C=CC=CC=1. The product is [NH2:1][C:2](=[S:24])[C:3]([NH:6][C:7](=[O:13])[O:8][C:9]([CH3:12])([CH3:11])[CH3:10])([CH3:5])[CH3:4]. The yield is 0.560. (5) The reactants are Br[CH2:2][C:3]([O:5][CH2:6][CH3:7])=[O:4].[Cl:8][C:9]1[CH:10]=[C:11]([CH:20]=[CH:21][CH:22]=1)/[CH:12]=[N:13]/[S@:14]([C:16]([CH3:19])([CH3:18])[CH3:17])=[O:15]. The catalyst is C1COCC1.[Zn]. The product is [Cl:8][C:9]1[CH:10]=[C:11]([C@H:12]([NH:13][S@:14]([C:16]([CH3:19])([CH3:18])[CH3:17])=[O:15])[CH2:2][C:3]([O:5][CH2:6][CH3:7])=[O:4])[CH:20]=[CH:21][CH:22]=1. The yield is 0.670. (6) The reactants are [CH3:1][S:2]([NH:5][C:6](=[O:17])[CH2:7][CH2:8][NH:9]C(=O)OC(C)(C)C)(=[O:4])=[O:3].C(O)(C(F)(F)F)=O. The catalyst is C(Cl)Cl. The product is [NH2:9][CH2:8][CH2:7][C:6]([NH:5][S:2]([CH3:1])(=[O:4])=[O:3])=[O:17]. The yield is 0.800. (7) The reactants are Br[C:2]1[CH:3]=[CH:4][C:5]2[O:11][CH2:10][CH2:9][N:8]3[C:12]([C:18]([NH:20][CH:21]([CH3:23])[CH3:22])=[O:19])=[C:13]([C:15]([NH2:17])=[O:16])[N:14]=[C:7]3[C:6]=2[CH:24]=1.[C:25]([C@:27]1([OH:34])[CH2:31][CH2:30][N:29]([CH3:32])[C:28]1=[O:33])#[CH:26]. No catalyst specified. The product is [OH:34][C@@:27]1([C:25]#[C:26][C:2]2[CH:3]=[CH:4][C:5]3[O:11][CH2:10][CH2:9][N:8]4[C:12]([C:18]([NH:20][CH:21]([CH3:23])[CH3:22])=[O:19])=[C:13]([C:15]([NH2:17])=[O:16])[N:14]=[C:7]4[C:6]=3[CH:24]=2)[CH2:31][CH2:30][N:29]([CH3:32])[C:28]1=[O:33]. The yield is 0.122. (8) The reactants are [F:1][C:2]([F:7])([F:6])[CH:3](O)O.[CH3:8][N+:9]([O-:11])=[O:10].C([O-])([O-])=O.[Na+].[Na+].O=P12OP3(OP(OP(O3)(O1)=O)(=O)O2)=O. The catalyst is O. The product is [F:1][C:2]([F:7])([F:6])[CH:3]=[CH:8][N+:9]([O-:11])=[O:10]. The yield is 0.100.